Predict which catalyst facilitates the given reaction. From a dataset of Catalyst prediction with 721,799 reactions and 888 catalyst types from USPTO. Reactant: [NH2:1][C:2]1[CH:7]=[CH:6][C:5]([CH2:8][C:9]#[N:10])=[CH:4][CH:3]=1.Cl[C:12]1[CH:20]=[CH:19][C:15]([C:16]([NH2:18])=[O:17])=[CH:14][N:13]=1. Product: [C:9]([CH2:8][C:5]1[CH:6]=[CH:7][C:2]([NH:1][C:12]2[CH:20]=[CH:19][C:15]([C:16]([NH2:18])=[O:17])=[CH:14][N:13]=2)=[CH:3][CH:4]=1)#[N:10]. The catalyst class is: 125.